This data is from Experimental lipophilicity measurements (octanol/water distribution) for 4,200 compounds from AstraZeneca. The task is: Regression/Classification. Given a drug SMILES string, predict its absorption, distribution, metabolism, or excretion properties. Task type varies by dataset: regression for continuous measurements (e.g., permeability, clearance, half-life) or binary classification for categorical outcomes (e.g., BBB penetration, CYP inhibition). For this dataset (lipophilicity_astrazeneca), we predict Y. (1) The compound is C[C@]12Cc3cnn(-c4ccc(F)cc4)c3C=C1CC[C@@]2(O)CCc1ccc(F)cc1C(N)=O. The Y is 3.80 logD. (2) The Y is -0.0500 logD. The compound is CNc1cccc(CCOc2ccc(C[C@H](NC(=O)c3c(Cl)cccc3Cl)C(=O)O)cc2F)n1. (3) The molecule is CN(C(=O)Cc1ccc(Cl)c(Cl)c1)C(CN1CCCC1)c1ccccc1. The Y is 3.38 logD. (4) The drug is CCCCNc1ccc(C(=O)OCCN(C)C)cc1. The Y is 2.11 logD. (5) The compound is CCCSc1ncccc1C(=O)N(C)C1CCCCC1. The Y is 3.36 logD. (6) The Y is 3.14 logD. The compound is CC[C@H](NC(=O)c1c([S+](C)[O-])c(-c2cccc(F)c2)nc2ccccc12)c1ccccc1. (7) The compound is C[C@@H](Oc1cccc2ncnc(Nc3ccc4c(cnn4Cc4ccccn4)c3)c12)C(=O)N(C)C. The Y is 2.89 logD. (8) The compound is Cc1cc(CNc2ncc(Br)c(Nc3cc(C4CC4)[nH]n3)n2)on1. The Y is 3.43 logD. (9) The compound is CC1CC(OC(=O)C(O)c2ccccc2)CC(C)(C)C1. The Y is 2.31 logD.